Dataset: Catalyst prediction with 721,799 reactions and 888 catalyst types from USPTO. Task: Predict which catalyst facilitates the given reaction. (1) Reactant: Cl[C:2]1[C:7]([N+:8]([O-:10])=[O:9])=[CH:6][CH:5]=[CH:4][N:3]=1.[NH2:11][CH2:12][C@@H:13]1[CH2:17][CH2:16][N:15]([C:18]([O:20][C:21]([CH3:24])([CH3:23])[CH3:22])=[O:19])[CH2:14]1.C(N(CC)CC)C. Product: [N+:8]([C:7]1[C:2]([NH:11][CH2:12][C@@H:13]2[CH2:17][CH2:16][N:15]([C:18]([O:20][C:21]([CH3:24])([CH3:23])[CH3:22])=[O:19])[CH2:14]2)=[N:3][CH:4]=[CH:5][CH:6]=1)([O-:10])=[O:9]. The catalyst class is: 58. (2) Product: [N:9]1[CH:14]=[CH:13][CH:12]=[CH:11][C:10]=1[CH2:15][O:16][CH:17]([CH3:28])[CH2:18][N:19]1[C:20]2[N:21]=[CH:22][NH:23][C:24]=2[C:4](=[O:5])[NH:6][C:7]1=[S:8]. The catalyst class is: 4. Reactant: C(O[C:4]([N:6]=[C:7]=[S:8])=[O:5])C.[N:9]1[CH:14]=[CH:13][CH:12]=[CH:11][C:10]=1[CH2:15][O:16][CH:17]([CH3:28])[CH2:18][NH:19][C:20]1[N:21]=[CH:22][NH:23][C:24]=1C(N)=O.CO. (3) Reactant: [Cl:1][C:2]1[S:14][C:5]2=[N:6][C:7]([Cl:13])=[C:8]([C:10](=[O:12])[CH3:11])[CH:9]=[C:4]2[CH:3]=1. Product: [Cl:1][C:2]1[S:14][C:5]2=[N:6][C:7]([Cl:13])=[C:8]([C@H:10]([OH:12])[CH3:11])[CH:9]=[C:4]2[CH:3]=1. The catalyst class is: 1. (4) Reactant: C(=O)([O-])[O-].[Cs+].[Cs+].[F:7][C:8]1[C:13]([OH:14])=[CH:12][CH:11]=[CH:10][C:9]=1[CH2:15][NH:16][C:17]([C:19]1[CH:20]=[C:21]2[C:26](=[CH:27][CH:28]=1)[N:25]=[CH:24][CH:23]=[CH:22]2)=[O:18].I[CH2:30][CH2:31][CH2:32][CH2:33][CH3:34].CN(C=O)C. Product: [F:7][C:8]1[C:13]([O:14][CH2:30][CH2:31][CH2:32][CH2:33][CH3:34])=[CH:12][CH:11]=[CH:10][C:9]=1[CH2:15][NH:16][C:17]([C:19]1[CH:20]=[C:21]2[C:26](=[CH:27][CH:28]=1)[N:25]=[CH:24][CH:23]=[CH:22]2)=[O:18]. The catalyst class is: 6. (5) The catalyst class is: 15. Reactant: [Br:1][C:2]1[C:7]([CH3:8])=[CH:6][CH:5]=[CH:4][C:3]=1[CH3:9].[N+:10]([O-])([OH:12])=[O:11]. Product: [CH3:9][C:3]1[C:4]([N+:10]([O-:12])=[O:11])=[CH:5][CH:6]=[C:7]([CH3:8])[C:2]=1[Br:1]. (6) Reactant: [C:1]1([C:7]2[CH:11]=[C:10]([CH2:12][N:13]3[CH2:18][CH2:17][CH:16]([CH2:19][C:20]([O:22]CC)=[O:21])[CH2:15][CH2:14]3)[O:9][N:8]=2)[CH:6]=[CH:5][CH:4]=[CH:3][CH:2]=1.[ClH:25]. Product: [ClH:25].[C:1]1([C:7]2[CH:11]=[C:10]([CH2:12][N:13]3[CH2:14][CH2:15][CH:16]([CH2:19][C:20]([OH:22])=[O:21])[CH2:17][CH2:18]3)[O:9][N:8]=2)[CH:2]=[CH:3][CH:4]=[CH:5][CH:6]=1. The catalyst class is: 55. (7) Reactant: [Si:1]([O:8][C@@H:9]1[C@@:26]2([CH3:27])[C:13](=[CH:14][CH:15]=[C:16]3[C@@H:25]2[CH2:24][CH2:23][C@@:21]2([CH3:22])[C@H:17]3[CH2:18][CH:19]=[C:20]2[CH2:28][OH:29])[CH2:12][C@@H:11]([O:30][Si:31]([C:34]([CH3:37])([CH3:36])[CH3:35])([CH3:33])[CH3:32])[CH2:10]1)([C:4]([CH3:7])([CH3:6])[CH3:5])([CH3:3])[CH3:2].[H-].[Na+].[CH3:40][N:41]([CH3:46])[C:42](=[O:45])[CH:43]=[CH2:44].[Cl-].[NH4+]. Product: [Si:1]([O:8][C@@H:9]1[C@@:26]2([CH3:27])[C:13](=[CH:14][CH:15]=[C:16]3[C@@H:25]2[CH2:24][CH2:23][C@@:21]2([CH3:22])[C@H:17]3[CH2:18][CH:19]=[C:20]2[CH2:28][O:29][CH2:44][CH2:43][C:42]([N:41]([CH3:46])[CH3:40])=[O:45])[CH2:12][C@@H:11]([O:30][Si:31]([C:34]([CH3:37])([CH3:36])[CH3:35])([CH3:32])[CH3:33])[CH2:10]1)([C:4]([CH3:7])([CH3:6])[CH3:5])([CH3:3])[CH3:2]. The catalyst class is: 7. (8) Reactant: [O-]CC.[Na+].Cl[CH2:6][CH2:7][C:8]([N:10]([CH3:17])[C:11]1[CH:16]=[CH:15][CH:14]=[CH:13][CH:12]=1)=[O:9].[CH3:18][N:19]1[C:28]2[C:23](=[CH:24][C:25]([O:29][CH2:30][CH2:31][CH2:32][NH:33][CH2:34][C:35]3[CH:40]=[CH:39][N:38]=[CH:37][CH:36]=3)=[CH:26][CH:27]=2)[CH:22]=[CH:21][C:20]1=[O:41]. Product: [CH3:17][N:10]([C:11]1[CH:16]=[CH:15][CH:14]=[CH:13][CH:12]=1)[C:8](=[O:9])[CH2:7][CH2:6][N:33]([CH2:32][CH2:31][CH2:30][O:29][C:25]1[CH:24]=[C:23]2[C:28](=[CH:27][CH:26]=1)[N:19]([CH3:18])[C:20](=[O:41])[CH:21]=[CH:22]2)[CH2:34][C:35]1[CH:36]=[CH:37][N:38]=[CH:39][CH:40]=1. The catalyst class is: 8. (9) Reactant: [N:1]1[CH:6]=[CH:5][CH:4]=[CH:3][CH:2]=1.CC12CC3(C45CC6(C)CC(C)(CC(C(Cl)=O)(C6)C4)C5)CC(C)(CC([C:34](Cl)=[O:35])(C3)C1)C2.[C:37]1(C#CC2C=C(C(Cl)=O)C=C(C=2)C(Cl)=O)C=CC=CC=1.C(Cl)(=O)C1C=CC=CC=1. Product: [O:35]1[C:34]2[CH:2]=[CH:3][CH:4]=[CH:5][C:6]=2[N:1]=[CH:37]1. The catalyst class is: 264.